From a dataset of TCR-epitope binding with 47,182 pairs between 192 epitopes and 23,139 TCRs. Binary Classification. Given a T-cell receptor sequence (or CDR3 region) and an epitope sequence, predict whether binding occurs between them. (1) Result: 1 (the TCR binds to the epitope). The TCR CDR3 sequence is CSARDPPAGRDGYTF. The epitope is IVTDFSVIK. (2) The TCR CDR3 sequence is CASRPGELLLHF. The epitope is SEETGTLIV. Result: 0 (the TCR does not bind to the epitope). (3) The epitope is YIFFASFYY. The TCR CDR3 sequence is CASSLVRNYEQYF. Result: 0 (the TCR does not bind to the epitope). (4) The epitope is FLYNLLTRV. The TCR CDR3 sequence is CATSRDLSGRPDTEAFF. Result: 0 (the TCR does not bind to the epitope). (5) The TCR CDR3 sequence is CASSLEWGADSPLHF. Result: 0 (the TCR does not bind to the epitope). The epitope is PKYVKQNTLKLAT. (6) The epitope is ISPRTLNAW. The TCR CDR3 sequence is CASSYGGPLADTQYF. Result: 0 (the TCR does not bind to the epitope). (7) The epitope is LPRRSGAAGA. The TCR CDR3 sequence is CASSPWGGRFPGELFF. Result: 0 (the TCR does not bind to the epitope). (8) The epitope is EIYKRWII. The TCR CDR3 sequence is CASSLMDRTEAFF. Result: 1 (the TCR binds to the epitope).